This data is from Reaction yield outcomes from USPTO patents with 853,638 reactions. The task is: Predict the reaction yield, written as a fraction of the theoretical maximum amount of product (1.0 means a 100% yield; for example, 0.34 means a 34% yield). (1) The reactants are [CH3:1][C:2]1[C:6]([C:7]2[C:8]([O:21][CH3:22])=[CH:9][C:10]3[C:11]4[NH:19][C:18](=[O:20])[O:17][C:12]=4[CH:13]=[N:14][C:15]=3[CH:16]=2)=[C:5]([CH3:23])[O:4][N:3]=1.C([O-])([O-])=O.[Cs+].[Cs+].Cl[CH2:31][C:32]1[CH:37]=[CH:36][CH:35]=[CH:34][C:33]=1[O:38][CH3:39]. The catalyst is CCCC[N+](CCCC)(CCCC)CCCC.[I-].CN(C=O)C. The product is [CH3:1][C:2]1[C:6]([C:7]2[C:8]([O:21][CH3:22])=[CH:9][C:10]3[C:11]4[N:19]([CH2:31][C:32]5[CH:37]=[CH:36][CH:35]=[CH:34][C:33]=5[O:38][CH3:39])[C:18](=[O:20])[O:17][C:12]=4[CH:13]=[N:14][C:15]=3[CH:16]=2)=[C:5]([CH3:23])[O:4][N:3]=1. The yield is 0.0640. (2) The reactants are C([N:8]1[CH:13]2[CH2:14][CH2:15][CH:9]1[CH2:10][C:11](=[O:16])[CH2:12]2)C1C=CC=CC=1.C(=O)(O)[O-].[Na+].Cl[C:23]([O:25][CH2:26][C:27]1[CH:32]=[CH:31][CH:30]=[CH:29][CH:28]=1)=[O:24].C(OC(=O)C)(=O)C.N1C=CC=CC=1.Cl. The catalyst is C(O)(=O)C.O. The product is [CH2:26]([O:25][C:23]([N:8]1[CH:13]2[CH2:14][CH2:15][CH:9]1[CH2:10][C:11](=[O:16])[CH2:12]2)=[O:24])[C:27]1[CH:32]=[CH:31][CH:30]=[CH:29][CH:28]=1. The yield is 0.880. (3) The reactants are C([O:8][C:9]1[CH:14]=[C:13]([O:15]CC2C=CC=CC=2)[C:12]([CH:23]([CH3:25])[CH3:24])=[CH:11][C:10]=1[C:26]1[N:27]([C:32]2[CH:33]=[C:34]3[C:38](=[CH:39][CH:40]=2)[N:37]([CH3:41])[CH:36]=[CH:35]3)[C:28]([OH:31])=[N:29][N:30]=1)C1C=CC=CC=1.[H][H].CO. The catalyst is C1COCC1. The product is [OH:31][C:28]1[N:27]([C:32]2[CH:33]=[C:34]3[C:38](=[CH:39][CH:40]=2)[N:37]([CH3:41])[CH:36]=[CH:35]3)[C:26]([C:10]2[CH:11]=[C:12]([CH:23]([CH3:24])[CH3:25])[C:13]([OH:15])=[CH:14][C:9]=2[OH:8])=[N:30][N:29]=1. The yield is 0.950. (4) The reactants are [CH3:1][O:2][C:3](=[O:12])[C:4]1[CH:9]=[CH:8][C:7](F)=[CH:6][C:5]=1[F:11].Cl.[CH3:14][NH:15][CH3:16].C(=O)([O-])[O-].[K+].[K+]. The product is [CH3:1][O:2][C:3](=[O:12])[C:4]1[CH:9]=[CH:8][C:7]([N:15]([CH3:16])[CH3:14])=[CH:6][C:5]=1[F:11]. The yield is 0.550. The catalyst is CS(C)=O. (5) The reactants are [C:1]([O:5][C:6]([N:8](C)[C@H:9]([CH2:16][O:17][Si:18]([C:21]([CH3:24])([CH3:23])[CH3:22])([CH3:20])[CH3:19])[CH2:10][CH2:11][C:12](OC)=O)=[O:7])([CH3:4])([CH3:3])[CH3:2].N1C=CC=CC=1.[C:32](Cl)(=[O:34])[CH3:33].C1C[O:39]CC1. No catalyst specified. The product is [C:32]([O:34][CH2:12][CH2:11][CH2:10][C@H:9]([NH:8][C:6]([O:5][C:1]([CH3:2])([CH3:4])[CH3:3])=[O:7])[CH2:16][O:17][Si:18]([C:21]([CH3:22])([CH3:23])[CH3:24])([CH3:19])[CH3:20])(=[O:39])[CH3:33]. The yield is 0.950.